Dataset: Peptide-MHC class I binding affinity with 185,985 pairs from IEDB/IMGT. Task: Regression. Given a peptide amino acid sequence and an MHC pseudo amino acid sequence, predict their binding affinity value. This is MHC class I binding data. (1) The peptide sequence is FPMAVKLFI. The MHC is HLA-B45:06 with pseudo-sequence HLA-B45:06. The binding affinity (normalized) is 0.213. (2) The peptide sequence is ASRNKRGVFV. The MHC is Mamu-A02 with pseudo-sequence Mamu-A02. The binding affinity (normalized) is 0.316. (3) The peptide sequence is TVNICIFYDR. The MHC is HLA-A31:01 with pseudo-sequence HLA-A31:01. The binding affinity (normalized) is 0.768. (4) The peptide sequence is YALPSAGAF. The MHC is HLA-B46:01 with pseudo-sequence HLA-B46:01. The binding affinity (normalized) is 0.671. (5) The binding affinity (normalized) is 0.0847. The peptide sequence is LPQYFTFDL. The MHC is HLA-B57:01 with pseudo-sequence HLA-B57:01. (6) The peptide sequence is LIQYRQQLEL. The MHC is HLA-A68:02 with pseudo-sequence HLA-A68:02. The binding affinity (normalized) is 0. (7) The peptide sequence is YHFDPVHHL. The MHC is HLA-A01:01 with pseudo-sequence HLA-A01:01. The binding affinity (normalized) is 0.0847. (8) The peptide sequence is FAILNKNNL. The MHC is H-2-Kb with pseudo-sequence H-2-Kb. The binding affinity (normalized) is 0.575.